Dataset: Full USPTO retrosynthesis dataset with 1.9M reactions from patents (1976-2016). Task: Predict the reactants needed to synthesize the given product. (1) The reactants are: [F:1][C:2]1[CH:7]=[CH:6][C:5]([CH3:8])=[CH:4][C:3]=1[OH:9].[Br-:10].[Br-].[Br-].C([N+](CCCC)(CCCC)CCCC)CCC.C([N+](CCCC)(CCCC)CCCC)CCC.C([N+](CCCC)(CCCC)CCCC)CCC. Given the product [Br:10][C:6]1[C:5]([CH3:8])=[CH:4][C:3]([OH:9])=[C:2]([F:1])[CH:7]=1, predict the reactants needed to synthesize it. (2) Given the product [CH3:23][S:24]([O:13][CH2:12][C:10]1[CH:11]=[C:6]([CH2:5][CH2:4][CH2:3][O:2][CH3:1])[CH:7]=[C:8]([CH3:15])[C:9]=1[CH3:14])(=[O:26])=[O:25], predict the reactants needed to synthesize it. The reactants are: [CH3:1][O:2][CH2:3][CH2:4][CH2:5][C:6]1[CH:7]=[C:8]([CH3:15])[C:9]([CH3:14])=[C:10]([CH2:12][OH:13])[CH:11]=1.C(N(CC)CC)C.[CH3:23][S:24](Cl)(=[O:26])=[O:25]. (3) Given the product [Br:10][C:11]1[CH:12]=[C:13]([CH:14]([OH:15])[CH2:8][C:7]#[N:9])[CH:16]=[CH:17][CH:18]=1, predict the reactants needed to synthesize it. The reactants are: CC(C)([O-])C.[K+].[C:7](#[N:9])[CH3:8].[Br:10][C:11]1[CH:12]=[C:13]([CH:16]=[CH:17][CH:18]=1)[CH:14]=[O:15]. (4) Given the product [CH3:30][O:31][CH2:20][C:16]1[CH:15]=[C:14]([CH:19]=[CH:18][N:17]=1)[C:13]([NH:12][C:10]1[S:11][C:7]2[C:6]([N:24]3[CH2:29][CH2:28][O:27][CH2:26][CH2:25]3)=[CH:5][CH:4]=[C:3]([O:2][CH3:1])[C:8]=2[N:9]=1)=[O:23], predict the reactants needed to synthesize it. The reactants are: [CH3:1][O:2][C:3]1[C:8]2[N:9]=[C:10]([NH:12][C:13](=[O:23])[C:14]3[CH:19]=[CH:18][N:17]=[C:16]([CH2:20]NC)[CH:15]=3)[S:11][C:7]=2[C:6]([N:24]2[CH2:29][CH2:28][O:27][CH2:26][CH2:25]2)=[CH:5][CH:4]=1.[CH3:30][O-:31].[Na+].ClCCl.CO.